Dataset: Peptide-MHC class II binding affinity with 134,281 pairs from IEDB. Task: Regression. Given a peptide amino acid sequence and an MHC pseudo amino acid sequence, predict their binding affinity value. This is MHC class II binding data. (1) The peptide sequence is FAEYKSDYVYQPFPK. The MHC is DRB1_1101 with pseudo-sequence DRB1_1101. The binding affinity (normalized) is 0.633. (2) The peptide sequence is IVQINGRHFDLRAQG. The MHC is DRB1_0701 with pseudo-sequence DRB1_0701. The binding affinity (normalized) is 0.643. (3) The peptide sequence is EERVERIKSEYMTSW. The MHC is DRB3_0101 with pseudo-sequence DRB3_0101. The binding affinity (normalized) is 0.402.